From a dataset of Reaction yield outcomes from USPTO patents with 853,638 reactions. Predict the reaction yield, written as a fraction of the theoretical maximum amount of product (1.0 means a 100% yield; for example, 0.34 means a 34% yield). The reactants are [I:1][C:2]1[CH:7]=[CH:6][C:5]([N:8]2[CH2:13][CH2:12][NH:11][CH2:10][CH2:9]2)=[CH:4][CH:3]=1.[C:14]1(=O)[CH2:18][CH2:17][CH2:16][CH2:15]1.[BH-](OC(C)=O)(OC(C)=O)OC(C)=O.[Na+].CC(O)=O. The catalyst is ClCCCl.C1COCC1. The product is [CH:14]1([N:11]2[CH2:12][CH2:13][N:8]([C:5]3[CH:4]=[CH:3][C:2]([I:1])=[CH:7][CH:6]=3)[CH2:9][CH2:10]2)[CH2:18][CH2:17][CH2:16][CH2:15]1. The yield is 0.820.